Dataset: Peptide-MHC class I binding affinity with 185,985 pairs from IEDB/IMGT. Task: Regression. Given a peptide amino acid sequence and an MHC pseudo amino acid sequence, predict their binding affinity value. This is MHC class I binding data. (1) The peptide sequence is SEIDLILGY. The MHC is HLA-B35:01 with pseudo-sequence HLA-B35:01. The binding affinity (normalized) is 0. (2) The peptide sequence is FAILKCNDKT. The MHC is H-2-Db with pseudo-sequence H-2-Db. The binding affinity (normalized) is 0.0932. (3) The peptide sequence is WANDFNHHY. The MHC is HLA-B15:01 with pseudo-sequence HLA-B15:01. The binding affinity (normalized) is 0.689. (4) The peptide sequence is ARLGKGYMF. The MHC is HLA-B08:02 with pseudo-sequence HLA-B08:02. The binding affinity (normalized) is 0.0847. (5) The peptide sequence is APGKSLGTL. The MHC is HLA-A03:01 with pseudo-sequence HLA-A03:01. The binding affinity (normalized) is 0.213. (6) The peptide sequence is DQLLPFMSD. The MHC is H-2-Db with pseudo-sequence H-2-Db. The binding affinity (normalized) is 0.369.